From a dataset of Full USPTO retrosynthesis dataset with 1.9M reactions from patents (1976-2016). Predict the reactants needed to synthesize the given product. (1) Given the product [CH3:15][O:14][C:12]([C:10]1[N:11]([CH2:23][O:22][CH2:21][CH2:20][Si:19]([CH3:26])([CH3:25])[CH3:18])[C:7]2[CH:6]=[CH:5][CH:4]=[C:3]([CH3:2])[C:8]=2[N:9]=1)=[O:13], predict the reactants needed to synthesize it. The reactants are: O[CH2:2][C:3]1[C:8]2[NH:9][C:10]([C:12]([O:14][CH3:15])=[O:13])=[N:11][C:7]=2[CH:6]=[CH:5][CH:4]=1.[H-].[Na+].[CH3:18][Si:19]([CH3:26])([CH3:25])[CH2:20][CH2:21][O:22][CH2:23]Cl. (2) Given the product [ClH:16].[ClH:16].[N:1]1[CH:6]=[CH:5][CH:4]=[CH:3][C:2]=1[C@H:7]([NH2:9])[CH3:8], predict the reactants needed to synthesize it. The reactants are: [N:1]1[CH:6]=[CH:5][CH:4]=[CH:3][C:2]=1[C@H:7]([NH:9][S@@](C(C)(C)C)=O)[CH3:8].[ClH:16].O1CCOCC1.